The task is: Predict the reactants needed to synthesize the given product.. This data is from Full USPTO retrosynthesis dataset with 1.9M reactions from patents (1976-2016). (1) Given the product [OH:2][CH:1]([C:3]1[CH:8]=[CH:7][N:6]=[C:5]([C:9]([NH:11][CH3:12])=[O:10])[CH:4]=1)[CH3:14], predict the reactants needed to synthesize it. The reactants are: [CH:1]([C:3]1[CH:8]=[CH:7][N:6]=[C:5]([C:9]([NH:11][CH3:12])=[O:10])[CH:4]=1)=[O:2].O1CCC[CH2:14]1.C[Mg]Br.C(=O)(O)[O-].[Na+]. (2) Given the product [CH2:1]([O:4][C:5](=[O:27])[CH2:6][CH2:7][C:8]1[C:17]([CH3:18])=[C:16]2[C:11]([C:12]([CH3:20])([CH3:21])[CH2:13][C:14](=[O:19])[O:15]2)=[C:10]([CH3:22])[C:9]=1[OH:23])[CH:2]=[CH2:3], predict the reactants needed to synthesize it. The reactants are: [CH2:1]([O:4][C:5](=[O:27])[CH2:6][CH2:7][C:8]1[C:17]([CH3:18])=[C:16]2[C:11]([C:12]([CH3:21])([CH3:20])[CH2:13][C:14](=[O:19])[O:15]2)=[C:10]([CH3:22])[C:9]=1[O:23]COC)[CH:2]=[CH2:3].Br[Si](C)(C)C.C([O-])(O)=O.[Na+]. (3) Given the product [CH3:1][O:2][C:3]1[CH:4]=[C:5]([C:11]2[CH:20]=[C:19]3[C:14]([CH:15]=[CH:16][CH:17]=[N:18]3)=[C:13]([O:21][CH2:22][C:23]3[O:24][C:29](=[O:30])[NH:26][N:25]=3)[N:12]=2)[CH:6]=[CH:7][C:8]=1[O:9][CH3:10], predict the reactants needed to synthesize it. The reactants are: [CH3:1][O:2][C:3]1[CH:4]=[C:5]([C:11]2[CH:20]=[C:19]3[C:14]([CH:15]=[CH:16][CH:17]=[N:18]3)=[C:13]([O:21][CH2:22][C:23]([NH:25][NH2:26])=[O:24])[N:12]=2)[CH:6]=[CH:7][C:8]=1[O:9][CH3:10].CN(C)[CH:29]=[O:30].C(C1NC=CN=1)(C1NC=CN=1)=O.C(N(CC)CC)C. (4) Given the product [CH3:36][O:35][C:33]1[CH:32]=[C:31]([CH2:37][CH2:38][C:39]2[CH:40]=[C:41]([NH:44][C:7]([C:9]3[S:13][C:12]([N:14]4[CH2:15][CH2:16][N:17]([C:20]([O:22][C:23]([CH3:24])([CH3:25])[CH3:26])=[O:21])[CH2:18][CH2:19]4)=[CH:11][CH:10]=3)=[O:8])[NH:42][N:43]=2)[CH:30]=[C:29]([O:28][CH3:27])[CH:34]=1, predict the reactants needed to synthesize it. The reactants are: C[Al](C)C.CO[C:7]([C:9]1[S:13][C:12]([N:14]2[CH2:19][CH2:18][N:17]([C:20]([O:22][C:23]([CH3:26])([CH3:25])[CH3:24])=[O:21])[CH2:16][CH2:15]2)=[CH:11][CH:10]=1)=[O:8].[CH3:27][O:28][C:29]1[CH:30]=[C:31]([CH2:37][CH2:38][C:39]2[CH:40]=[C:41]([NH2:44])[NH:42][N:43]=2)[CH:32]=[C:33]([O:35][CH3:36])[CH:34]=1. (5) Given the product [Br:23][CH2:24][CH2:25][CH2:26][CH2:27][O:1][C:2]1[C:15]2[NH:14][C:13]3[C:8](=[CH:9][CH:10]=[CH:11][CH:12]=3)[C:7](=[O:16])[C:6]=2[CH:5]=[CH:4][CH:3]=1, predict the reactants needed to synthesize it. The reactants are: [OH:1][C:2]1[C:15]2[NH:14][C:13]3[C:8](=[CH:9][CH:10]=[CH:11][CH:12]=3)[C:7](=[O:16])[C:6]=2[CH:5]=[CH:4][CH:3]=1.C([O-])([O-])=O.[K+].[K+].[Br:23][CH2:24][CH2:25][CH2:26][CH2:27]Br. (6) Given the product [CH3:1][C:2]1[N:7]=[C:6]2[S:8][C:9]3[CH2:13][CH2:12][CH2:11][C:10]=3[C:5]2=[C:4]([CH2:14][C:15]2[CH:20]=[CH:19][C:18]([O:21][CH3:22])=[CH:17][CH:16]=2)[C:3]=1[CH:23]([CH2:39][CH2:38][CH3:42])[C:24]([O:26][CH3:27])=[O:25], predict the reactants needed to synthesize it. The reactants are: [CH3:1][C:2]1[N:7]=[C:6]2[S:8][C:9]3[CH2:13][CH2:12][CH2:11][C:10]=3[C:5]2=[C:4]([CH2:14][C:15]2[CH:20]=[CH:19][C:18]([O:21][CH3:22])=[CH:17][CH:16]=2)[C:3]=1[CH2:23][C:24]([O:26][CH3:27])=[O:25].[Li+].C[Si]([N-][Si](C)(C)C)(C)C.[CH2:38]1[CH2:42]OC[CH2:39]1.ICCC.